From a dataset of Catalyst prediction with 721,799 reactions and 888 catalyst types from USPTO. Predict which catalyst facilitates the given reaction. (1) Reactant: N[C:2]1[C:3]2[C:27]([CH3:29])([CH3:28])[C:26](=[O:30])[NH:25][C:4]=2[N:5]=[C:6]([C:8]2[N:12]3[CH:13]=[CH:14][CH:15]=[N:16][C:11]3=[C:10]([CH2:17][C:18]3[CH:23]=[CH:22][CH:21]=[CH:20][C:19]=3[F:24])[N:9]=2)[N:7]=1.N(OCCC(C)C)=O.[I:39]CI. Product: [F:24][C:19]1[CH:20]=[CH:21][CH:22]=[CH:23][C:18]=1[CH2:17][C:10]1[N:9]=[C:8]([C:6]2[N:7]=[C:2]([I:39])[C:3]3[C:27]([CH3:28])([CH3:29])[C:26](=[O:30])[NH:25][C:4]=3[N:5]=2)[N:12]2[CH:13]=[CH:14][CH:15]=[N:16][C:11]=12. The catalyst class is: 37. (2) Reactant: [CH3:1][C:2]1[NH:3][C:4]2[C:9]([C:10]=1[CH3:11])=[C:8]([NH:12][CH:13]1[CH2:17][CH2:16][NH:15][CH2:14]1)[CH:7]=[CH:6][C:5]=2[C:18]([NH2:20])=[O:19].CN(C(ON1N=NC2C=CC=NC1=2)=[N+](C)C)C.F[P-](F)(F)(F)(F)F.CCN(C(C)C)C(C)C.[C:54](O)(=[O:57])[C:55]#[CH:56]. Product: [CH3:1][C:2]1[NH:3][C:4]2[C:9]([C:10]=1[CH3:11])=[C:8]([NH:12][CH:13]1[CH2:17][CH2:16][N:15]([C:54](=[O:57])[C:55]#[CH:56])[CH2:14]1)[CH:7]=[CH:6][C:5]=2[C:18]([NH2:20])=[O:19]. The catalyst class is: 3. (3) Reactant: C([O:3][C:4]([C:6]1[C:10]([C:11]2[CH:16]=[CH:15][CH:14]=[CH:13][CH:12]=2)=[CH:9][S:8][C:7]=1[NH2:17])=O)C.C(O)(=O)C.[CH:22](N)=[NH:23]. Product: [C:11]1([C:10]2[C:6]3[C:4](=[O:3])[NH:23][CH:22]=[N:17][C:7]=3[S:8][CH:9]=2)[CH:16]=[CH:15][CH:14]=[CH:13][CH:12]=1. The catalyst class is: 8. (4) Reactant: [F:1][C:2]1[CH:3]=[C:4]([C:16]2[CH:21]=[CH:20][N:19]3[C:22]([C:25]([NH:27][C:28]4[CH:33]=[C:32]([C:34](=[O:41])NC(C)(C)CO)[CH:31]=[CH:30][C:29]=4[F:42])=[O:26])=[CH:23][N:24]=[C:18]3[CH:17]=2)[CH:5]=[CH:6][C:7]=1[C:8](=[O:15])[NH:9][C:10]([CH3:14])([CH3:13])[CH2:11][OH:12].[OH-:43].[Na+].Cl. Product: [F:42][C:29]1[CH:30]=[CH:31][C:32]([C:34]([OH:43])=[O:41])=[CH:33][C:28]=1[NH:27][C:25]([C:22]1[N:19]2[CH:20]=[CH:21][C:16]([C:4]3[CH:5]=[CH:6][C:7]([C:8](=[O:15])[NH:9][C:10]([CH3:14])([CH3:13])[CH2:11][OH:12])=[C:2]([F:1])[CH:3]=3)=[CH:17][C:18]2=[N:24][CH:23]=1)=[O:26]. The catalyst class is: 149. (5) Reactant: [CH2:1]([O:8][C:9](=[O:31])[C@@H:10]([NH:23][C:24]([O:26][C:27]([CH3:30])([CH3:29])[CH3:28])=[O:25])[CH2:11][CH2:12][C:13](=O)[NH:14][CH2:15][C:16]1[CH:21]=[CH:20][CH:19]=[CH:18][CH:17]=1)[C:2]1[CH:7]=[CH:6][CH:5]=[CH:4][CH:3]=1.C1(P(C2C=CC=CC=2)C2C=CC=CC=2)C=CC=CC=1.CC(OC(/N=N/C(OC(C)C)=O)=O)C.C[Si]([N:69]=[N+:70]=[N-:71])(C)C.N([O-])=O.[Na+]. Product: [CH2:1]([O:8][C:9](=[O:31])[C@@H:10]([NH:23][C:24]([O:26][C:27]([CH3:30])([CH3:29])[CH3:28])=[O:25])[CH2:11][CH2:12][C:13]1[N:14]([CH2:15][C:16]2[CH:21]=[CH:20][CH:19]=[CH:18][CH:17]=2)[NH:69][NH:70][N:71]=1)[C:2]1[CH:7]=[CH:6][CH:5]=[CH:4][CH:3]=1. The catalyst class is: 47. (6) Reactant: [F:1][C:2]1[CH:9]=[C:8]([F:10])[C:7]([N+:11]([O-])=O)=[CH:6][C:3]=1[C:4]#[N:5]. Product: [NH2:11][C:7]1[C:8]([F:10])=[CH:9][C:2]([F:1])=[C:3]([CH:6]=1)[C:4]#[N:5]. The catalyst class is: 19. (7) Reactant: Br[C:2]1[C:7]2[C:8](=[O:20])[C:9]([C:12]3[CH:17]=[CH:16][C:15]([O:18]C)=[CH:14][CH:13]=3)=[CH:10][O:11][C:6]=2[CH:5]=[C:4]([O:21]C)[CH:3]=1.[I-:23].[K+].Cl. Product: [OH:21][C:4]1[CH:3]=[C:2]([I:23])[C:7]2[C:8](=[O:20])[C:9]([C:12]3[CH:17]=[CH:16][C:15]([OH:18])=[CH:14][CH:13]=3)=[CH:10][O:11][C:6]=2[CH:5]=1. The catalyst class is: 156. (8) Reactant: [CH2:1]([NH2:3])[CH3:2].[F:4][C:5]1[C:31]([F:32])=[CH:30][CH:29]=[CH:28][C:6]=1[CH2:7][S:8][C:9]1[N:14]=[C:13]([NH:15][S:16]([N:19]2[CH2:24][CH2:23][C:22](=O)[CH2:21][CH2:20]2)(=[O:18])=[O:17])[CH:12]=[C:11]([O:26][CH3:27])[N:10]=1.C(O[BH-](OC(=O)C)OC(=O)C)(=O)C.[Na+].[OH-].[Na+].Cl. Product: [F:4][C:5]1[C:31]([F:32])=[CH:30][CH:29]=[CH:28][C:6]=1[CH2:7][S:8][C:9]1[N:14]=[C:13]([NH:15][S:16]([N:19]2[CH2:20][CH2:21][CH:22]([NH:3][CH2:1][CH3:2])[CH2:23][CH2:24]2)(=[O:17])=[O:18])[CH:12]=[C:11]([O:26][CH3:27])[N:10]=1. The catalyst class is: 322.